From a dataset of Peptide-MHC class II binding affinity with 134,281 pairs from IEDB. Regression. Given a peptide amino acid sequence and an MHC pseudo amino acid sequence, predict their binding affinity value. This is MHC class II binding data. (1) The peptide sequence is ENEGDNACKRTYSDR. The MHC is DRB5_0101 with pseudo-sequence DRB5_0101. The binding affinity (normalized) is 0. (2) The peptide sequence is EKKYFYATQFEPLAA. The MHC is HLA-DPA10103-DPB10601 with pseudo-sequence HLA-DPA10103-DPB10601. The binding affinity (normalized) is 1.00. (3) The peptide sequence is SMHLMLANAGRSSGS. The MHC is DRB1_0404 with pseudo-sequence DRB1_0404. The binding affinity (normalized) is 0.856. (4) The peptide sequence is DCRTAFKPVLVDEGR. The MHC is DRB1_1101 with pseudo-sequence DRB1_1101. The binding affinity (normalized) is 0.451. (5) The peptide sequence is GELQIVDKIDAAAKI. The MHC is DRB1_1101 with pseudo-sequence DRB1_1101. The binding affinity (normalized) is 0.548. (6) The peptide sequence is HYLSVLSLCNKIKGL. The MHC is DRB1_0101 with pseudo-sequence DRB1_0101. The binding affinity (normalized) is 0.562.